Dataset: Reaction yield outcomes from USPTO patents with 853,638 reactions. Task: Predict the reaction yield, written as a fraction of the theoretical maximum amount of product (1.0 means a 100% yield; for example, 0.34 means a 34% yield). (1) The reactants are [I:1][C:2]1[CH:10]=[CH:9][C:5]([C:6]([OH:8])=[O:7])=[C:4]([O:11][CH3:12])[CH:3]=1.S(Cl)(Cl)=O.[CH3:17]O. No catalyst specified. The product is [I:1][C:2]1[CH:10]=[CH:9][C:5]([C:6]([O:8][CH3:17])=[O:7])=[C:4]([O:11][CH3:12])[CH:3]=1. The yield is 0.990. (2) The reactants are [CH2:1]1[O:13][C:12]2[CH:11]=[C:10]3[C:5]([C:6]([N:14]([CH2:28][CH2:29][N:30]4[CH2:34][CH2:33][CH2:32][CH2:31]4)[C:15](=[O:27])[C:16]4[CH:21]=[C:20]([O:22][CH3:23])[C:19]([O:24][CH3:25])=[CH:18][C:17]=4I)=[CH:7][N:8]=[N:9]3)=[CH:4][C:3]=2[O:2]1.[K+].[Br-]. No catalyst specified. The product is [CH3:23][O:22][C:20]1[C:19]([O:24][CH3:25])=[CH:18][C:17]2[C:7]3[C:6](=[C:5]4[C:10](=[N:9][N:8]=3)[CH:11]=[C:12]3[O:13][CH2:1][O:2][C:3]3=[CH:4]4)[N:14]([CH2:28][CH2:29][N:30]3[CH2:34][CH2:33][CH2:32][CH2:31]3)[C:15](=[O:27])[C:16]=2[CH:21]=1. The yield is 0.240. (3) The reactants are [C:1]1([CH2:6][C@H:7]([NH:14][C:15](=[O:21])[O:16][C:17]([CH3:20])([CH3:19])[CH3:18])[C:8](N(OC)C)=[O:9])[CH2:5][CH2:4][CH2:3][CH:2]=1.[CH2:22]=[C:23]([Mg]Br)[CH3:24]. The catalyst is C1COCC1. The product is [C:1]1([CH2:6][C@H:7]([NH:14][C:15](=[O:21])[O:16][C:17]([CH3:18])([CH3:19])[CH3:20])[C:8](=[O:9])[C:23]([CH3:24])=[CH2:22])[CH2:5][CH2:4][CH2:3][CH:2]=1. The yield is 0.520.